This data is from Forward reaction prediction with 1.9M reactions from USPTO patents (1976-2016). The task is: Predict the product of the given reaction. (1) Given the reactants C1COCC1.[CH3:6][O:7][C:8]1[CH:13]=[CH:12][C:11]([Mg]Br)=[CH:10][CH:9]=1.Cl[C:17]1[CH:22]=[CH:21][C:20]([F:23])=[C:19]([F:24])[CH:18]=1.[Cl-].C(C1C=CC=C(C(C)C)C=1[NH+]1CCN(C2C(C(C)C)=CC=CC=2C(C)C)C1)(C)C, predict the reaction product. The product is: [F:23][C:20]1[CH:21]=[C:22]([C:11]2[CH:12]=[CH:13][C:8]([O:7][CH3:6])=[CH:9][CH:10]=2)[CH:17]=[CH:18][C:19]=1[F:24]. (2) Given the reactants [F:1][C:2]([F:24])([F:23])[C:3]1[CH:4]=[C:5]2[CH:11]=[C:10]([C:12](O)=[O:13])[N:9]([CH2:15][C:16]3[CH:21]=[CH:20][CH:19]=[C:18]([F:22])[CH:17]=3)[C:6]2=[N:7][CH:8]=1.[CH:25]12[CH2:30][CH:29]1[CH2:28][N:27]([C:31]1[N:36]=[CH:35][C:34]([NH2:37])=[CH:33][CH:32]=1)[CH2:26]2, predict the reaction product. The product is: [CH:29]12[CH2:30][CH:25]1[CH2:26][N:27]([C:31]1[N:36]=[CH:35][C:34]([NH:37][C:12]([C:10]3[N:9]([CH2:15][C:16]4[CH:21]=[CH:20][CH:19]=[C:18]([F:22])[CH:17]=4)[C:6]4=[N:7][CH:8]=[C:3]([C:2]([F:24])([F:1])[F:23])[CH:4]=[C:5]4[CH:11]=3)=[O:13])=[CH:33][CH:32]=1)[CH2:28]2. (3) Given the reactants [CH2:1]([S:3][C:4]1[N:5]([C:17]2[CH:22]=[CH:21][C:20]([O:23][CH2:24][C:25]([F:28])([F:27])[F:26])=[CH:19][CH:18]=2)[C:6](=[O:16])[C:7]2[CH:13]=[CH:12][C:11]([CH:14]=[O:15])=[N:10][C:8]=2[N:9]=1)[CH3:2].CC(=CC)C.P([O-])(O)(O)=O.[K+].Cl([O-])=O.[Na+].Cl.[NH4+].O[N:47]1C2C=CC=CC=2N=N1.Cl.C(N=C=NCCCN(C)C)C, predict the reaction product. The product is: [CH2:1]([S:3][C:4]1[N:5]([C:17]2[CH:22]=[CH:21][C:20]([O:23][CH2:24][C:25]([F:27])([F:28])[F:26])=[CH:19][CH:18]=2)[C:6](=[O:16])[C:7]2[CH:13]=[CH:12][C:11]([C:14]([NH2:47])=[O:15])=[N:10][C:8]=2[N:9]=1)[CH3:2].